Dataset: Reaction yield outcomes from USPTO patents with 853,638 reactions. Task: Predict the reaction yield, written as a fraction of the theoretical maximum amount of product (1.0 means a 100% yield; for example, 0.34 means a 34% yield). (1) The reactants are [CH3:1][O:2][C:3]1[N:8]=[C:7]([NH:9][C@@H:10]([CH2:13][O:14][CH2:15][C:16]2[CH:21]=[CH:20][CH:19]=[CH:18][CH:17]=2)[CH2:11][OH:12])[C:6]([N+:22]([O-:24])=[O:23])=[CH:5][CH:4]=1.Cl[Si:26]([C:29]([CH3:32])([CH3:31])[CH3:30])([CH3:28])[CH3:27].N1C=CN=C1. The catalyst is CN(C=O)C. The product is [CH3:30][C:29]([Si:26]([CH3:28])([CH3:27])[O:12][CH2:11][C@@H:10]([NH:9][C:7]1[C:6]([N+:22]([O-:24])=[O:23])=[CH:5][CH:4]=[C:3]([O:2][CH3:1])[N:8]=1)[CH2:13][O:14][CH2:15][C:16]1[CH:17]=[CH:18][CH:19]=[CH:20][CH:21]=1)([CH3:32])[CH3:31]. The yield is 1.00. (2) The reactants are [I:1][C:2]1[CH:10]=[C:6]([C:7]([OH:9])=O)[C:5]([NH2:11])=[CH:4][CH:3]=1.[CH:12]([O-])([O-])OCC.[NH2:18][C:19]1[CH:24]=[CH:23][CH:22]=[CH:21][CH:20]=1.C(O)CCCC. The catalyst is O. The product is [I:1][C:2]1[CH:10]=[C:6]2[C:5](=[CH:4][CH:3]=1)[N:11]=[CH:12][N:18]([C:19]1[CH:24]=[CH:23][CH:22]=[CH:21][CH:20]=1)[C:7]2=[O:9]. The yield is 0.660. (3) The reactants are [Cl:1][C:2]1[CH:3]=[C:4]2[C:12](=[C:13]([NH:15][C:16](=[O:23])[C:17]3[CH:22]=[CH:21][CH:20]=[N:19][CH:18]=3)[CH:14]=1)[NH:11][C:10]1[CH:9]=[N:8][CH:7]=[C:6]([NH:24]C(=O)C(F)(F)F)[C:5]2=1.C([O-])([O-])=O.[K+].[K+]. The catalyst is CO. The product is [NH2:24][C:6]1[C:5]2[C:4]3[C:12](=[C:13]([NH:15][C:16](=[O:23])[C:17]4[CH:22]=[CH:21][CH:20]=[N:19][CH:18]=4)[CH:14]=[C:2]([Cl:1])[CH:3]=3)[NH:11][C:10]=2[CH:9]=[N:8][CH:7]=1. The yield is 0.100. (4) The reactants are [Br:1][C:2]1[CH:3]=[C:4]([CH:7]=[CH:8][C:9]=1[OH:10])[C:5]#[N:6].[OH:11]S(O)(=O)=O. No catalyst specified. The product is [Br:1][C:2]1[CH:3]=[C:4]([CH:7]=[CH:8][C:9]=1[OH:10])[C:5]([NH2:6])=[O:11]. The yield is 0.830. (5) The reactants are C([O:4][CH:5]([CH2:17][N:18]([C:22]1[CH:27]=[CH:26][CH:25]=[C:24]([C:28]2[CH:29]=[CH:30][C:31]3[N:35]=[CH:34][N:33]([CH3:36])[C:32]=3[CH:37]=2)[CH:23]=1)[C:19](=[O:21])[CH3:20])[CH2:6][N:7]1[CH2:16][CH2:15][C:14]2[C:9](=[CH:10][CH:11]=[CH:12][CH:13]=2)[CH2:8]1)(=O)C.[OH-].[Li+]. The catalyst is CCO.O. The yield is 0.0670. The product is [CH2:8]1[C:9]2[C:14](=[CH:13][CH:12]=[CH:11][CH:10]=2)[CH2:15][CH2:16][N:7]1[CH2:6][CH:5]([OH:4])[CH2:17][N:18]([C:22]1[CH:27]=[CH:26][CH:25]=[C:24]([C:28]2[CH:29]=[CH:30][C:31]3[N:35]=[CH:34][N:33]([CH3:36])[C:32]=3[CH:37]=2)[CH:23]=1)[C:19](=[O:21])[CH3:20]. (6) The reactants are [NH2:1][C:2]1[CH:10]=[CH:9][C:8]([OH:11])=[CH:7][C:3]=1[C:4]([OH:6])=[O:5].[OH-].[Na+].[CH3:14][C:15]([O:18][C:19](O[C:19]([O:18][C:15]([CH3:17])([CH3:16])[CH3:14])=[O:20])=[O:20])([CH3:17])[CH3:16]. The product is [C:15]([O:18][C:19]([NH:1][C:2]1[CH:10]=[CH:9][C:8]([OH:11])=[CH:7][C:3]=1[C:4]([OH:6])=[O:5])=[O:20])([CH3:17])([CH3:16])[CH3:14]. The catalyst is O1CCOCC1.O. The yield is 0.910. (7) The product is [Cl:1][C:2]1[N:3]([CH2:10][C@@H:11]([OH:12])[CH2:13][N:17]2[CH2:16][CH2:15][N:14]([C:20]([O:22][C:23]([CH3:26])([CH3:25])[CH3:24])=[O:21])[CH2:19][CH2:18]2)[CH:4]=[C:5]([N+:7]([O-:9])=[O:8])[N:6]=1. The catalyst is O. The reactants are [Cl:1][C:2]1[N:3]([CH2:10][C@@H:11]2[CH2:13][O:12]2)[CH:4]=[C:5]([N+:7]([O-:9])=[O:8])[N:6]=1.[N:14]1([C:20]([O:22][C:23]([CH3:26])([CH3:25])[CH3:24])=[O:21])[CH2:19][CH2:18][NH:17][CH2:16][CH2:15]1.CN(C=O)C. The yield is 0.510.